Dataset: Forward reaction prediction with 1.9M reactions from USPTO patents (1976-2016). Task: Predict the product of the given reaction. Given the reactants COC1C=C(OC)C=CC=1C[N:6]([C:37]1[S:41][N:40]=[CH:39][N:38]=1)[S:7]([C:10]1[CH:18]=[C:17]2[C:13]([C:14]([C:20]3[CH:21]=[CH:22][CH:23]=[C:24]4[C:29]=3[CH2:28][N:27](C(OC(C)(C)C)=O)[CH2:26][CH2:25]4)=[CH:15][N:16]2[CH3:19])=[CH:12][CH:11]=1)(=[O:9])=[O:8].C(O)(C(F)(F)F)=O, predict the reaction product. The product is: [CH3:19][N:16]1[C:17]2[C:13](=[CH:12][CH:11]=[C:10]([S:7]([NH:6][C:37]3[S:41][N:40]=[CH:39][N:38]=3)(=[O:8])=[O:9])[CH:18]=2)[C:14]([C:20]2[CH:21]=[CH:22][CH:23]=[C:24]3[C:29]=2[CH2:28][NH:27][CH2:26][CH2:25]3)=[CH:15]1.